Dataset: Reaction yield outcomes from USPTO patents with 853,638 reactions. Task: Predict the reaction yield, written as a fraction of the theoretical maximum amount of product (1.0 means a 100% yield; for example, 0.34 means a 34% yield). (1) The reactants are [Cl:1][C:2]1[CH:3]=[C:4]([CH:9](O)[CH3:10])[CH:5]=[N:6][C:7]=1[Cl:8].C1(C)C=CC(S(O)(=O)=O)=CC=1. The catalyst is ClC1C=CC=CC=1. The product is [Cl:8][C:7]1[C:2]([Cl:1])=[CH:3][C:4]([CH:9]=[CH2:10])=[CH:5][N:6]=1. The yield is 0.630. (2) The reactants are [F:1][C:2]1[C:3]([O:24][CH3:25])=[C:4]([C:8]([CH3:23])([CH3:22])[CH2:9][C:10]([C:18]([F:21])([F:20])[F:19])([O:13][Si](C)(C)C)[CH2:11][OH:12])[CH:5]=[CH:6][CH:7]=1.[N+](CCCC)(CCCC)(CCCC)CCCC.[F-].O.O.O.O. The catalyst is C1COCC1. The product is [F:1][C:2]1[C:3]([O:24][CH3:25])=[C:4]([C:8]([CH3:23])([CH3:22])[CH2:9][C:10]([OH:13])([C:18]([F:21])([F:20])[F:19])[CH2:11][OH:12])[CH:5]=[CH:6][CH:7]=1. The yield is 0.814. (3) The reactants are [F:1][C:2]1[CH:7]=[C:6]([I:8])[CH:5]=[CH:4][C:3]=1[CH3:9].[Br:10]N1C(=O)CCC1=O.N(C(C)(C)C#N)=NC(C)(C)C#N. The catalyst is CC(C)=O. The product is [Br:10][CH2:9][C:3]1[CH:4]=[CH:5][C:6]([I:8])=[CH:7][C:2]=1[F:1].[F:1][C:2]1[CH:7]=[C:6]([I:8])[CH:5]=[CH:4][C:3]=1[CH3:9]. The yield is 0.730. (4) The reactants are [OH-].[Na+].[CH3:3][O:4][C:5]1[CH:10]=[CH:9][C:8]([C:11]2[CH:16]=[CH:15][N:14]=[C:13]([C:17]([O:19]C)=[O:18])[N:12]=2)=[C:7]([CH3:21])[C:6]=1[CH:22]1[C:35]2[C:34](=[O:36])[CH2:33][C:32]([CH3:38])([CH3:37])[CH2:31][C:30]=2[O:29][C:28]2[CH2:27][C:26]([CH3:40])([CH3:39])[CH2:25][C:24](=[O:41])[C:23]1=2.ClCCl.CCCCCC. The catalyst is C1COCC1.CO. The product is [CH3:3][O:4][C:5]1[CH:10]=[CH:9][C:8]([C:11]2[CH:16]=[CH:15][N:14]=[C:13]([C:17]([OH:19])=[O:18])[N:12]=2)=[C:7]([CH3:21])[C:6]=1[CH:22]1[C:35]2[C:34](=[O:36])[CH2:33][C:32]([CH3:37])([CH3:38])[CH2:31][C:30]=2[O:29][C:28]2[CH2:27][C:26]([CH3:40])([CH3:39])[CH2:25][C:24](=[O:41])[C:23]1=2. The yield is 0.790. (5) The reactants are C([O-])([O-])=O.[K+].[K+].[CH2:7]([O:9][C:10](=[O:23])[C:11]1[CH:16]=[C:15](I)[C:14]([O:18][CH2:19][CH2:20][OH:21])=[C:13](Br)[CH:12]=1)[CH3:8].[Cl:24][C:25]1[CH:26]=[C:27](B(O)O)[CH:28]=[CH:29][CH:30]=1.[CH2:34]([Cl:36])Cl.B(O)O. The catalyst is O.Cl.C1C=CC(P(C2C=CC=CC=2)[C-]2C=CC=C2)=CC=1.C1C=CC(P(C2C=CC=CC=2)[C-]2C=CC=C2)=CC=1.Cl[Pd]Cl.[Fe+2].O1CCOCC1. The product is [CH2:7]([O:9][C:10](=[O:23])[C:11]1[CH:16]=[C:15]([C:29]2[CH:28]=[CH:27][CH:26]=[C:25]([Cl:24])[CH:30]=2)[C:14]([O:18][CH2:19][CH2:20][OH:21])=[C:13]([C:12]2[CH:11]=[CH:16][CH:15]=[C:34]([Cl:36])[CH:13]=2)[CH:12]=1)[CH3:8]. The yield is 0.350. (6) The reactants are CCN(C(C)C)C(C)C.[C:10]1([C:16]2[CH:17]=[CH:18][C:19]([C:22]([NH:24][CH2:25][C:26]([OH:28])=O)=[O:23])=[N:20][CH:21]=2)[CH:15]=[CH:14][CH:13]=[CH:12][CH:11]=1.C1C=CC2N(O)N=NC=2C=1.CCN=C=NCCCN(C)C.Cl.[F:51][C:52]1[CH:53]=[CH:54][C:55]([C:66]([F:69])([F:68])[F:67])=[C:56]([C:58]([N:60]2[CH2:65][CH2:64][NH:63][CH2:62][CH2:61]2)=[O:59])[CH:57]=1. The catalyst is CN(C=O)C.O. The product is [F:51][C:52]1[CH:53]=[CH:54][C:55]([C:66]([F:68])([F:67])[F:69])=[C:56]([CH:57]=1)[C:58]([N:60]1[CH2:61][CH2:62][N:63]([C:26](=[O:28])[CH2:25][NH:24][C:22]([C:19]2[CH:18]=[CH:17][C:16]([C:10]3[CH:11]=[CH:12][CH:13]=[CH:14][CH:15]=3)=[CH:21][N:20]=2)=[O:23])[CH2:64][CH2:65]1)=[O:59]. The yield is 0.390.